This data is from Forward reaction prediction with 1.9M reactions from USPTO patents (1976-2016). The task is: Predict the product of the given reaction. (1) Given the reactants C(OC([N:8]1[CH2:13][CH2:12][CH:11]([C:14]2[N:18]([CH2:19][CH3:20])[N:17]=[CH:16][CH:15]=2)[CH2:10][CH2:9]1)=O)(C)(C)C.N1CCCCC1.C(Cl)Cl.FC(F)(F)C(O)=O.Cl, predict the reaction product. The product is: [CH2:19]([N:18]1[C:14]([CH:11]2[CH2:12][CH2:13][NH:8][CH2:9][CH2:10]2)=[CH:15][CH:16]=[N:17]1)[CH3:20]. (2) The product is: [S:25]1[C:20]2[CH:21]=[CH:22][CH:23]=[CH:24][C:19]=2[N:18]=[C:1]1[C:3]1[CH:4]=[C:5]([CH:15]=[CH:16][CH:17]=1)[O:6][C:7]([CH3:13])([CH3:14])[C:8]([OH:10])=[O:9]. Given the reactants [CH:1]([C:3]1[CH:4]=[C:5]([CH:15]=[CH:16][CH:17]=1)[O:6][C:7]([CH3:14])([CH3:13])[C:8]([O:10]CC)=[O:9])=O.[NH2:18][C:19]1[CH:24]=[CH:23][CH:22]=[CH:21][C:20]=1[SH:25].[OH-].[Na+], predict the reaction product. (3) Given the reactants [I:1]N1C(=O)CCC1=O.[CH3:9][C:10]([C@H:14]1[CH2:19][CH2:18][C@H:17]([O:20][C:21]2[CH:22]=[C:23]3[C:28](=[CH:29][CH:30]=2)[CH:27]=[C:26]([C@:31]2([CH3:37])[CH2:35][O:34][C:33](=[O:36])[NH:32]2)[CH:25]=[CH:24]3)[CH2:16][CH2:15]1)([CH3:13])[CH2:11][CH3:12], predict the reaction product. The product is: [CH3:13][C:10]([C@H:14]1[CH2:19][CH2:18][C@H:17]([O:20][C:21]2[C:22]([I:1])=[C:23]3[C:28](=[CH:29][CH:30]=2)[CH:27]=[C:26]([C@:31]2([CH3:37])[CH2:35][O:34][C:33](=[O:36])[NH:32]2)[CH:25]=[CH:24]3)[CH2:16][CH2:15]1)([CH3:9])[CH2:11][CH3:12]. (4) Given the reactants BrC1C=CC(S(O[C@H:12]2[C@@H:19]3[C@@H:15]([CH2:16][N:17]([C:20]4[CH:25]=[CH:24][CH:23]=[C:22]([C:26]([F:29])([F:28])[F:27])[N:21]=4)[CH2:18]3)[CH2:14][CH2:13]2)(=O)=O)=CC=1.[NH:30]1[CH:34]=[CH:33][N:32]=[CH:31]1, predict the reaction product. The product is: [N:30]1([C@@H:12]2[C@@H:19]3[C@@H:15]([CH2:16][N:17]([C:20]4[CH:25]=[CH:24][CH:23]=[C:22]([C:26]([F:29])([F:28])[F:27])[N:21]=4)[CH2:18]3)[CH2:14][CH2:13]2)[CH:34]=[CH:33][N:32]=[CH:31]1. (5) Given the reactants [C:9](O[C:9]([O:11][C:12]([CH3:15])([CH3:14])[CH3:13])=[O:10])([O:11][C:12]([CH3:15])([CH3:14])[CH3:13])=[O:10].[Cl:16][C:17]1[CH:18]=[N:19][N:20]([CH2:22][CH2:23][NH2:24])[CH:21]=1, predict the reaction product. The product is: [Cl:16][C:17]1[CH:18]=[N:19][N:20]([CH2:22][CH2:23][NH:24][C:9](=[O:10])[O:11][C:12]([CH3:13])([CH3:14])[CH3:15])[CH:21]=1. (6) Given the reactants [Cl:1][C:2]1[N:3]=[CH:4][N:5]([C:7]2[CH:12]=[CH:11][C:10]([NH:13][C:14]3[N:30]=[C:17]4[CH:18]([C:23]5[CH:28]=[CH:27][CH:26]=[C:25]([F:29])[CH:24]=5)[CH2:19][CH2:20][CH2:21][CH2:22][N:16]4[N:15]=3)=[CH:9][C:8]=2[O:31][CH3:32])[CH:6]=1.CO, predict the reaction product. The product is: [Cl:1][C:2]1[N:3]=[CH:4][N:5]([C:7]2[CH:12]=[CH:11][C:10]([NH:13][C:14]3[N:30]=[C:17]4[C@@H:18]([C:23]5[CH:28]=[CH:27][CH:26]=[C:25]([F:29])[CH:24]=5)[CH2:19][CH2:20][CH2:21][CH2:22][N:16]4[N:15]=3)=[CH:9][C:8]=2[O:31][CH3:32])[CH:6]=1. (7) Given the reactants Br[CH2:2][C:3]([C:5]1[CH:10]=[C:9]([F:11])[C:8]([O:12][CH3:13])=[C:7]([F:14])[CH:6]=1)=O.[NH2:15][C:16]([NH2:18])=[S:17].C([O-])(O)=O.[Na+], predict the reaction product. The product is: [F:14][C:7]1[CH:6]=[C:5]([C:3]2[N:15]=[C:16]([NH2:18])[S:17][CH:2]=2)[CH:10]=[C:9]([F:11])[C:8]=1[O:12][CH3:13].